This data is from Full USPTO retrosynthesis dataset with 1.9M reactions from patents (1976-2016). The task is: Predict the reactants needed to synthesize the given product. (1) Given the product [F:18][C:19]1[CH:24]=[CH:23][CH:22]=[CH:21][C:20]=1[C:2]1[C:11]2[C:6](=[CH:7][CH:8]=[CH:9][CH:10]=2)[CH:5]=[C:4]([NH:12][C:13]2[CH:17]=[CH:16][NH:15][N:14]=2)[N:3]=1, predict the reactants needed to synthesize it. The reactants are: Cl[C:2]1[C:11]2[C:6](=[CH:7][CH:8]=[CH:9][CH:10]=2)[CH:5]=[C:4]([NH:12][C:13]2[CH:17]=[CH:16][NH:15][N:14]=2)[N:3]=1.[F:18][C:19]1[CH:24]=[CH:23][CH:22]=[CH:21][C:20]=1B(O)O. (2) Given the product [Br:17][C:14]1[S:13][C:12]2=[C:5]([C:6]([O:8][CH2:9][CH3:10])=[O:7])[N:3]=[CH:4][N:16]2[CH:15]=1, predict the reactants needed to synthesize it. The reactants are: [H-].[Na+].[N+:3]([CH2:5][C:6]([O:8][CH2:9][CH3:10])=[O:7])#[C-:4].Br[C:12]1[S:13][C:14]([Br:17])=[CH:15][N:16]=1.Cl. (3) Given the product [C:1]([O:5][C:6]([N:8]1[CH2:13][CH2:12][N:11]([C:14]2[CH:15]=[CH:16][C:17]([NH:20][C:32]([NH:31][C:25]3[CH:26]=[C:27]([CH3:30])[CH:28]=[CH:29][C:24]=3[O:23][CH3:22])=[O:33])=[CH:18][CH:19]=2)[CH2:10][CH:9]1[CH3:21])=[O:7])([CH3:4])([CH3:2])[CH3:3], predict the reactants needed to synthesize it. The reactants are: [C:1]([O:5][C:6]([N:8]1[CH2:13][CH2:12][N:11]([C:14]2[CH:19]=[CH:18][C:17]([NH2:20])=[CH:16][CH:15]=2)[CH2:10][CH:9]1[CH3:21])=[O:7])([CH3:4])([CH3:3])[CH3:2].[CH3:22][O:23][C:24]1[CH:29]=[CH:28][C:27]([CH3:30])=[CH:26][C:25]=1[N:31]=[C:32]=[O:33].CO. (4) Given the product [C:1]([C:5]([C:8]([O:11][CH2:12][C:13]([C:16]([OH:17])=[O:20])([F:14])[F:15])([F:9])[F:10])([F:6])[F:7])([F:2])([F:3])[F:4], predict the reactants needed to synthesize it. The reactants are: [C:1]([C:5]([C:8]([O:11][CH2:12][C:13]([C:16](F)=[O:17])([F:15])[F:14])([F:10])[F:9])([F:7])[F:6])([F:4])([F:3])[F:2].S(=O)(=O)(O)[OH:20]. (5) Given the product [CH3:1][O:2][C@@H:3]1[CH2:8][CH2:7][C@H:6]([N:9]2[C:18]3[C:13](=[N:14][CH:15]=[C:16]([C:19]4[C:20]([CH3:36])=[N:21][C:22]([C:25]5[NH:29][CH:28]=[N:27][N:26]=5)=[CH:23][CH:24]=4)[N:17]=3)[NH:12][C:11](=[O:37])[CH2:10]2)[CH2:5][CH2:4]1, predict the reactants needed to synthesize it. The reactants are: [CH3:1][O:2][C@@H:3]1[CH2:8][CH2:7][C@H:6]([N:9]2[C:18]3[C:13](=[N:14][CH:15]=[C:16]([C:19]4[C:20]([CH3:36])=[N:21][C:22]([C:25]5[N:29](C6CCCCO6)[CH:28]=[N:27][N:26]=5)=[CH:23][CH:24]=4)[N:17]=3)[NH:12][C:11](=[O:37])[CH2:10]2)[CH2:5][CH2:4]1.CO[C@@H]1CC[C@H](N2C3C(=NC=C([Sn](C)(C)C)N=3)NC(=O)C2)CC1.BrC1C(C)=NC(C2N=CN(C3CCCCO3)N=2)=CC=1.C1(C)C=CC=CC=1P(C1C=CC=CC=1C)C1C=CC=CC=1C.C(N(CC)CC)C. (6) Given the product [ClH:36].[NH2:21][CH2:20][C:9]1[N:10]([CH2:16][CH:17]([CH3:19])[CH3:18])[C:11](=[O:15])[C:12]2[C:7]([C:8]=1[C:29]1[CH:34]=[CH:33][CH:32]=[CH:31][CH:30]=1)=[CH:6][C:5]([O:4][CH2:3][C:2]([NH2:1])=[O:35])=[CH:14][CH:13]=2, predict the reactants needed to synthesize it. The reactants are: [NH2:1][C:2](=[O:35])[CH2:3][O:4][C:5]1[CH:6]=[C:7]2[C:12](=[CH:13][CH:14]=1)[C:11](=[O:15])[N:10]([CH2:16][CH:17]([CH3:19])[CH3:18])[C:9]([CH2:20][NH:21]C(=O)OC(C)(C)C)=[C:8]2[C:29]1[CH:34]=[CH:33][CH:32]=[CH:31][CH:30]=1.[ClH:36]. (7) Given the product [CH3:7][C:8]1[CH:16]=[CH:15][C:14]([C:17]([F:18])([F:19])[F:20])=[CH:13][C:9]=1[C:10]([O:4][C:2]([CH3:5])([CH3:3])[CH3:1])=[O:11], predict the reactants needed to synthesize it. The reactants are: [CH3:1][C:2]([CH3:5])([O-:4])[CH3:3].[K+].[CH3:7][C:8]1[CH:16]=[CH:15][C:14]([C:17]([F:20])([F:19])[F:18])=[CH:13][C:9]=1[C:10](Cl)=[O:11].O. (8) Given the product [CH:16]12[N:19]([C:2]3[N:3]=[CH:4][C:5]([NH2:9])=[C:6]([CH3:8])[CH:7]=3)[CH:13]([CH2:18][CH2:17]1)[CH2:14][CH2:15]2, predict the reactants needed to synthesize it. The reactants are: F[C:2]1[CH:7]=[C:6]([CH3:8])[C:5]([N+:9]([O-])=O)=[CH:4][N:3]=1.Cl.[CH:13]12[NH:19][CH:16]([CH2:17][CH2:18]1)[CH2:15][CH2:14]2.C(N(CC)CC)C. (9) Given the product [Cl:1][C:2]1[CH:10]=[C:9]2[C:5]([C:6]([C:11]([OH:13])=[O:12])=[CH:7][NH:8]2)=[CH:4][C:3]=1[C:15]1[CH:16]=[CH:17][C:18]([O:21][CH2:22][CH2:23][CH2:24][N:25]2[CH2:26][CH2:27][NH:28][CH2:29][CH2:30]2)=[CH:19][CH:20]=1, predict the reactants needed to synthesize it. The reactants are: [Cl:1][C:2]1[CH:10]=[C:9]2[C:5]([C:6]([C:11]([O:13]C)=[O:12])=[CH:7][NH:8]2)=[CH:4][C:3]=1[C:15]1[CH:20]=[CH:19][C:18]([O:21][CH2:22][CH2:23][CH2:24][N:25]2[CH2:30][CH2:29][NH:28][CH2:27][CH2:26]2)=[CH:17][CH:16]=1.[OH-].[Na+]. (10) Given the product [CH3:30][N:3]1[C:2](=[O:1])[CH2:13][CH2:12][CH:11]=[CH:10][CH2:9][C@@H:8]([CH2:14][C:15]([O:17][C:18]([CH3:21])([CH3:19])[CH3:20])=[O:16])[C:7](=[O:22])[O:6][CH2:5][C@H:4]1[C:23]1[CH:24]=[CH:25][CH:26]=[CH:27][CH:28]=1, predict the reactants needed to synthesize it. The reactants are: [O:1]=[C:2]1[CH2:13][CH2:12][CH:11]=[CH:10][CH2:9][C@@H:8]([CH2:14][C:15]([O:17][C:18]([CH3:21])([CH3:20])[CH3:19])=[O:16])[C:7](=[O:22])[O:6][CH2:5][C@@H:4]([C:23]2[CH:28]=[CH:27][CH:26]=[CH:25][CH:24]=2)[NH:3]1.I[CH3:30].[H-].[Na+].